Dataset: Reaction yield outcomes from USPTO patents with 853,638 reactions. Task: Predict the reaction yield, written as a fraction of the theoretical maximum amount of product (1.0 means a 100% yield; for example, 0.34 means a 34% yield). (1) The reactants are [CH:1]1([CH2:7][CH2:8][N:9]([C:17]2[CH:22]=[CH:21][CH:20]=[C:19]([CH2:23][O:24]/[N:25]=[C:26](\[C:33]3[N:37]([CH3:38])[C:36](=[O:39])[O:35][N:34]=3)/[C:27]3[CH:32]=[CH:31][CH:30]=[CH:29][CH:28]=3)[N:18]=2)C(=O)OC(C)(C)C)[CH2:6][CH2:5][CH2:4][CH2:3][CH2:2]1.FC(F)(F)C(O)=O. The catalyst is ClCCl. The product is [CH:1]1([CH2:7][CH2:8][NH:9][C:17]2[N:18]=[C:19]([CH2:23][O:24]/[N:25]=[C:26](/[C:27]3[CH:28]=[CH:29][CH:30]=[CH:31][CH:32]=3)\[C:33]3[N:37]([CH3:38])[C:36](=[O:39])[O:35][N:34]=3)[CH:20]=[CH:21][CH:22]=2)[CH2:6][CH2:5][CH2:4][CH2:3][CH2:2]1. The yield is 0.630. (2) The reactants are S(=O)(=O)(O)O.[CH2:6]=[C:7]1[C:13]2([CH2:17][CH2:16][CH2:15][CH2:14]2)[CH:11]2[CH2:12][CH:8]1[CH2:9][CH2:10]2.[S-][C:19]#[N:20].[K+].[H-].COCCO[Al+]OCCOC.[Na+].[H-].[OH-].[Na+]. The catalyst is C1(C)C=CC=CC=1.Cl[O-].[Na+]. The product is [CH3:19][NH:20][C:7]1([CH3:6])[C:13]2([CH2:17][CH2:16][CH2:15][CH2:14]2)[CH:11]2[CH2:12][CH:8]1[CH2:9][CH2:10]2. The yield is 0.530. (3) The product is [Cl:1][C:2]1[CH:7]=[CH:6][C:5]([C:8]2[C:13]([OH:14])=[CH:12][CH:11]=[CH:10][C:9]=2[F:16])=[C:4]([CH3:17])[CH:3]=1. The catalyst is Br. The yield is 0.860. The reactants are [Cl:1][C:2]1[CH:7]=[CH:6][C:5]([C:8]2[C:13]([O:14]C)=[CH:12][CH:11]=[CH:10][C:9]=2[F:16])=[C:4]([CH3:17])[CH:3]=1. (4) The reactants are [NH2:1][C:2]1[N:10]=[CH:9][CH:8]=[CH:7][C:3]=1[C:4]([OH:6])=[O:5].S(=O)(=O)(O)O.[CH2:16](O)[CH3:17]. No catalyst specified. The product is [NH2:1][C:2]1[N:10]=[CH:9][CH:8]=[CH:7][C:3]=1[C:4]([O:6][CH2:16][CH3:17])=[O:5]. The yield is 0.830. (5) The reactants are [Cl:1][C:2]1[CH:7]=[C:6]([C:8]2[CH:9]=[N:10][C:11]([C:14]([F:17])([F:16])[F:15])=[N:12][CH:13]=2)[N:5]=[CH:4][C:3]=1[CH:18]=[O:19].C[Si](C)(C)[C:22]([F:25])([F:24])[F:23].C(=O)([O-])[O-].[K+].[K+]. The catalyst is CN(C)C=O.C(OCC)(=O)C. The product is [Cl:1][C:2]1[CH:7]=[C:6]([C:8]2[CH:13]=[N:12][C:11]([C:14]([F:16])([F:15])[F:17])=[N:10][CH:9]=2)[N:5]=[CH:4][C:3]=1[CH:18]([OH:19])[C:22]([F:25])([F:24])[F:23]. The yield is 0.430.